This data is from Antibody developability classification from SAbDab with 2,409 antibodies. The task is: Regression/Classification. Given an antibody's heavy chain and light chain sequences, predict its developability. TAP uses regression for 5 developability metrics; SAbDab uses binary classification. (1) The antibody is ['EVQLSESGPSLVKPSQTLSLTCSVTGDSITSGYWNWIRKFPGNKLEYMGYISYSGSTYYNPSLKSRISITRDTSKNQYYLQLNSVTTEDTATYYCARLYDGYYAMDYWGQGTSVTVSS', 'ELVLTQSPASLAVSLGQRATISCRASESVDSYGNSFMHWYQQKPGQPPKLLIYLASNLESGVPARFSGSGSRTDFTLTIDPVEADDAATYYCQQNNEDPWTFGGGTKLEIK']. Result: 0 (not developable). (2) The antibody is ['ELQLQESGPGLLKPSETLSLTCAVSGGSISGGYGWGWIRQPPGKGLEWIGSIYSSSGSTDYNPSLKSRVTISTDTSKNQLSLKLSSVTAADTAVYYCARVQNIVVVFTIKEFFELWGQGALVTVSS', 'EPVLTQPTFLSASPGASARLSCTLSSGINVGSYSIFWYQQKPGSPPRYLLYYYSDSSKYQGSGVPSRFSGSKDASANAGLLLISGLQSEDEADYYCAIWHNFACVFGGGTRLTVL']. Result: 0 (not developable). (3) The antibody is ['EVKLEESGPELVKPGASMKMSCKASGYTFTSYIIHWLKQKPGQGLEWIGYINPYNDGSKYNEKFKGKATLTSDKSSSTAYMELSSLASEDSAVYYCTRNYGSDSLDYWGQGTTLTVSS', 'DIVLTQTPAIMSASLGERVTMTCTANSSVSSNYFHWYQQKPGSSPKLWIYSTSNLASGVPTRFSGSGSGTSYSLTLSSMEAEDAATYYCHQYHRSPPTFGSGTKLKMK']. Result: 1 (developable). (4) The antibody is ['2bjm', 'QAVVTQESALTTSPGETVTLTCRSSTGAVTTSNYANWVQEKPDHLFTGLIGGTNNRAPGVPARFSGSLIGNKAALTITGAQTEDEAIYFCALWYSNHLVFGGGTKLTVL']. Result: 0 (not developable).